From a dataset of Peptide-MHC class II binding affinity with 134,281 pairs from IEDB. Regression. Given a peptide amino acid sequence and an MHC pseudo amino acid sequence, predict their binding affinity value. This is MHC class II binding data. (1) The peptide sequence is DHTNFKYNYSVIEGG. The MHC is DRB1_0101 with pseudo-sequence DRB1_0101. The binding affinity (normalized) is 0.337. (2) The peptide sequence is TSAVGAPTGATTAAA. The MHC is HLA-DQA10501-DQB10201 with pseudo-sequence HLA-DQA10501-DQB10201. The binding affinity (normalized) is 0.0525. (3) The peptide sequence is WNSGNEWITDFAGKT. The MHC is DRB1_0901 with pseudo-sequence DRB1_0901. The binding affinity (normalized) is 0.141. (4) The peptide sequence is IIAGTPEVHAVKPGA. The MHC is DRB3_0101 with pseudo-sequence DRB3_0101. The binding affinity (normalized) is 0.0311. (5) The peptide sequence is YREEIYRKGLGNFVQ. The MHC is DRB1_1501 with pseudo-sequence DRB1_1501. The binding affinity (normalized) is 0.640. (6) The peptide sequence is GELQRVDKIDAAFKI. The MHC is DRB3_0202 with pseudo-sequence DRB3_0202. The binding affinity (normalized) is 0.375. (7) The peptide sequence is SQDLELSWNLNWLQAY. The MHC is DRB1_0802 with pseudo-sequence DRB1_0802. The binding affinity (normalized) is 0.100.